This data is from Full USPTO retrosynthesis dataset with 1.9M reactions from patents (1976-2016). The task is: Predict the reactants needed to synthesize the given product. (1) The reactants are: C[O:2][C:3](=[O:14])[CH2:4][S:5]([N:8]1[CH2:13][CH2:12][O:11][CH2:10][CH2:9]1)(=[O:7])=[O:6]. Given the product [N:8]1([S:5]([CH2:4][C:3]([OH:14])=[O:2])(=[O:7])=[O:6])[CH2:9][CH2:10][O:11][CH2:12][CH2:13]1, predict the reactants needed to synthesize it. (2) Given the product [Cl:9][C:5]1[C:6]([CH2:8][CH3:36])=[CH:7][C:2]([B:18]2[O:22][C:21]([CH3:24])([CH3:23])[C:20]([CH3:26])([CH3:25])[O:19]2)=[C:3]([C:10]([O:13][CH2:14][O:15][CH2:16][CH3:17])([CH3:12])[CH3:11])[CH:4]=1, predict the reactants needed to synthesize it. The reactants are: Br[C:2]1[CH:7]=[C:6]([CH3:8])[C:5]([Cl:9])=[CH:4][C:3]=1[C:10]([O:13][CH2:14][O:15][CH2:16][CH3:17])([CH3:12])[CH3:11].[B:18]1([B:18]2[O:22][C:21]([CH3:24])([CH3:23])[C:20]([CH3:26])([CH3:25])[O:19]2)[O:22][C:21]([CH3:24])([CH3:23])[C:20]([CH3:26])([CH3:25])[O:19]1.[CH3:36]C([O-])=O.[K+].